This data is from NCI-60 drug combinations with 297,098 pairs across 59 cell lines. The task is: Regression. Given two drug SMILES strings and cell line genomic features, predict the synergy score measuring deviation from expected non-interaction effect. (1) Drug 1: C1CCN(CC1)CCOC2=CC=C(C=C2)C(=O)C3=C(SC4=C3C=CC(=C4)O)C5=CC=C(C=C5)O. Cell line: OVCAR-5. Drug 2: CC1C(C(CC(O1)OC2CC(OC(C2O)C)OC3=CC4=CC5=C(C(=O)C(C(C5)C(C(=O)C(C(C)O)O)OC)OC6CC(C(C(O6)C)O)OC7CC(C(C(O7)C)O)OC8CC(C(C(O8)C)O)(C)O)C(=C4C(=C3C)O)O)O)O. Synergy scores: CSS=34.3, Synergy_ZIP=-0.318, Synergy_Bliss=1.60, Synergy_Loewe=-28.1, Synergy_HSA=-0.357. (2) Drug 1: C1=CC(=CC=C1C#N)C(C2=CC=C(C=C2)C#N)N3C=NC=N3. Drug 2: CC1=C(C(=O)C2=C(C1=O)N3CC4C(C3(C2COC(=O)N)OC)N4)N. Cell line: HCT116. Synergy scores: CSS=24.6, Synergy_ZIP=1.72, Synergy_Bliss=1.97, Synergy_Loewe=-18.6, Synergy_HSA=-2.64. (3) Drug 1: C1C(C(OC1N2C=C(C(=O)NC2=O)F)CO)O. Drug 2: CC1C(C(CC(O1)OC2CC(OC(C2O)C)OC3=CC4=CC5=C(C(=O)C(C(C5)C(C(=O)C(C(C)O)O)OC)OC6CC(C(C(O6)C)O)OC7CC(C(C(O7)C)O)OC8CC(C(C(O8)C)O)(C)O)C(=C4C(=C3C)O)O)O)O. Cell line: SF-268. Synergy scores: CSS=44.8, Synergy_ZIP=-2.75, Synergy_Bliss=-2.24, Synergy_Loewe=-11.7, Synergy_HSA=-0.0655. (4) Drug 1: C1=CC(=C2C(=C1NCCNCCO)C(=O)C3=C(C=CC(=C3C2=O)O)O)NCCNCCO. Drug 2: C1CC(C1)(C(=O)O)C(=O)O.[NH2-].[NH2-].[Pt+2]. Cell line: SF-295. Synergy scores: CSS=59.6, Synergy_ZIP=-7.79, Synergy_Bliss=-6.20, Synergy_Loewe=-19.2, Synergy_HSA=-0.999. (5) Drug 1: CC(C1=C(C=CC(=C1Cl)F)Cl)OC2=C(N=CC(=C2)C3=CN(N=C3)C4CCNCC4)N. Drug 2: C1CN(P(=O)(OC1)NCCCl)CCCl. Cell line: TK-10. Synergy scores: CSS=-0.0765, Synergy_ZIP=0.0695, Synergy_Bliss=0.0396, Synergy_Loewe=-3.62, Synergy_HSA=-1.43. (6) Drug 1: CC1=C(C(CCC1)(C)C)C=CC(=CC=CC(=CC(=O)O)C)C. Drug 2: CN1C(=O)N2C=NC(=C2N=N1)C(=O)N. Cell line: NCI-H460. Synergy scores: CSS=-2.55, Synergy_ZIP=1.00, Synergy_Bliss=0.673, Synergy_Loewe=-2.35, Synergy_HSA=-2.41.